Dataset: Reaction yield outcomes from USPTO patents with 853,638 reactions. Task: Predict the reaction yield, written as a fraction of the theoretical maximum amount of product (1.0 means a 100% yield; for example, 0.34 means a 34% yield). (1) The reactants are [OH:1][C:2]1[CH:11]=[CH:10][C:9]2[O:8][C@H:7]3[CH2:12][CH2:13][CH2:14][O:15][C@:6]3([CH3:16])[C@:5]3([C:20](=[O:21])[N:19]([CH3:22])[C:18](/[N:23]=[CH:24]/[N:25]([CH3:27])[CH3:26])=[N:17]3)[C:4]=2[CH:3]=1.[F:28][C:29]([F:48])([F:47])[S:30](N(C1C=CC=CC=1)[S:30]([C:29]([F:48])([F:47])[F:28])(=[O:32])=[O:31])(=[O:32])=[O:31]. The catalyst is C(Cl)Cl.C(=O)([O-])[O-].[K+].[K+]. The product is [F:28][C:29]([F:48])([F:47])[S:30]([O:1][C:2]1[CH:11]=[CH:10][C:9]2[O:8][C@H:7]3[CH2:12][CH2:13][CH2:14][O:15][C@:6]3([CH3:16])[C@:5]3([C:20](=[O:21])[N:19]([CH3:22])[C:18](/[N:23]=[CH:24]/[N:25]([CH3:26])[CH3:27])=[N:17]3)[C:4]=2[CH:3]=1)(=[O:32])=[O:31]. The yield is 0.500. (2) The reactants are [NH2:1][C:2]1[N:7]=[CH:6][N:5]=[C:4]2[N:8]([CH:12]([C:14]3[C:24]4[O:23][CH2:22][CH2:21][N:20](C(OC(C)(C)C)=O)[CH2:19][C:18]=4[C:17]([CH3:32])=[C:16]([Cl:33])[CH:15]=3)[CH3:13])[N:9]=[C:10]([CH3:11])[C:3]=12.Cl.O=[C:36]1[CH2:39][N:38]([C:40]([O:42][C:43]([CH3:46])([CH3:45])[CH3:44])=[O:41])[CH2:37]1.C([BH3-])#N.[Na+]. The catalyst is O1CCOCC1. The product is [NH2:1][C:2]1[N:7]=[CH:6][N:5]=[C:4]2[N:8]([CH:12]([C:14]3[C:24]4[O:23][CH2:22][CH2:21][N:20]([CH:36]5[CH2:37][N:38]([C:40]([O:42][C:43]([CH3:46])([CH3:45])[CH3:44])=[O:41])[CH2:39]5)[CH2:19][C:18]=4[C:17]([CH3:32])=[C:16]([Cl:33])[CH:15]=3)[CH3:13])[N:9]=[C:10]([CH3:11])[C:3]=12. The yield is 0.100. (3) The reactants are C(N(CC)[CH:4]=[CH:5][C:6]([O:8][C:9]1[CH:14]=[CH:13][C:12](C2C=CC=CC=2)=[CH:11][CH:10]=1)=[O:7])C.[NH:23]1[CH2:28][CH2:27][CH:26]([CH2:29][OH:30])[CH2:25][CH2:24]1.[CH3:31][C@:32]12[CH2:48][CH2:47][CH:46]3[CH:37]([CH2:38][CH2:39]C4C=C(C#CC([O-])=O)C=CC=43)[CH:36]1[CH2:35][CH2:34][C:33]2=[O:54]. No catalyst specified. The product is [OH:30][CH2:29][CH:26]1[CH2:27][CH2:28][N:23](/[CH:4]=[CH:5]/[C:6]([O:8][C:9]2[CH:10]=[CH:11][C:12]3[CH:46]4[CH:37]([CH2:38][CH2:39][C:13]=3[CH:14]=2)[CH:36]2[C@@:32]([CH3:31])([C:33](=[O:54])[CH2:34][CH2:35]2)[CH2:48][CH2:47]4)=[O:7])[CH2:24][CH2:25]1. The yield is 0.920.